From a dataset of Forward reaction prediction with 1.9M reactions from USPTO patents (1976-2016). Predict the product of the given reaction. The product is: [CH3:47][O:46][C:44]1[C:43]([S:48][CH2:49][CH2:50][CH2:51][N:52]([CH3:65])[C:53]2[CH:58]=[CH:57][C:56]([C:59]3[CH:60]=[CH:61][CH:62]=[CH:63][CH:64]=3)=[CH:55][N:54]=2)=[CH:42][C:41]([CH3:67])=[C:40]([CH:45]=1)[O:39][CH2:38][C:37]([OH:68])=[O:36]. Given the reactants COC(=O)COC1C=C(OC)C(SCCCNC2C=CC(C3C=CC=CC=3)=CN=2)=CC=1C.C=O.C[O:36][C:37](=[O:68])[CH2:38][O:39][C:40]1[CH:45]=[C:44]([O:46][CH3:47])[C:43]([S:48][CH2:49][CH2:50][CH2:51][N:52]([CH2:65]C)[C:53]2[CH:58]=[CH:57][C:56]([C:59]3[CH:64]=[CH:63][CH:62]=[CH:61][CH:60]=3)=[CH:55][N:54]=2)=[CH:42][C:41]=1[CH3:67], predict the reaction product.